Dataset: Peptide-MHC class II binding affinity with 134,281 pairs from IEDB. Task: Regression. Given a peptide amino acid sequence and an MHC pseudo amino acid sequence, predict their binding affinity value. This is MHC class II binding data. The peptide sequence is IEPIVATNWQKLEAFWHKHM. The MHC is DRB1_0901 with pseudo-sequence DRB1_0901. The binding affinity (normalized) is 0.502.